This data is from Forward reaction prediction with 1.9M reactions from USPTO patents (1976-2016). The task is: Predict the product of the given reaction. (1) The product is: [C:1]([N:4]1[C:16]2[CH:15]=[CH:14][C:13]([C:30]3[CH:31]=[CH:32][C:27]([C:19]4[S:18][C:22]5[CH:23]=[CH:24][CH:25]=[CH:26][C:21]=5[N:20]=4)=[CH:28][CH:29]=3)=[CH:12][C:11]=2[C:10]2[C:5]1=[CH:6][CH:7]=[CH:8][CH:9]=2)(=[O:3])[CH3:2]. Given the reactants [C:1]([N:4]1[C:16]2[CH:15]=[CH:14][C:13](Br)=[CH:12][C:11]=2[C:10]2[C:5]1=[CH:6][CH:7]=[CH:8][CH:9]=2)(=[O:3])[CH3:2].[S:18]1[C:22]2[CH:23]=[CH:24][CH:25]=[CH:26][C:21]=2[N:20]=[C:19]1[C:27]1[CH:32]=[CH:31][C:30](B(O)O)=[CH:29][CH:28]=1.C(=O)([O-])[O-].[K+].[K+].C(O)C, predict the reaction product. (2) The product is: [CH3:1][O:2][C:3]1[CH:8]=[CH:7][C:6]([CH2:9][CH2:10][N:11]2[CH2:12][CH2:13][C:14]3([CH2:25][C:24](=[O:26])[C:23]4[C:18](=[CH:19][CH:20]=[C:21](/[CH:27]=[CH:28]/[C:29]([NH:32][O:33][CH:34]5[CH2:39][CH2:38][CH2:37][CH2:36][O:35]5)=[O:30])[CH:22]=4)[O:17]3)[CH2:15][CH2:16]2)=[CH:5][CH:4]=1. Given the reactants [CH3:1][O:2][C:3]1[CH:8]=[CH:7][C:6]([CH2:9][CH2:10][N:11]2[CH2:16][CH2:15][C:14]3([CH2:25][C:24](=[O:26])[C:23]4[C:18](=[CH:19][CH:20]=[C:21](/[CH:27]=[CH:28]/[C:29](O)=[O:30])[CH:22]=4)[O:17]3)[CH2:13][CH2:12]2)=[CH:5][CH:4]=1.[NH2:32][O:33][CH:34]1[CH2:39][CH2:38][CH2:37][CH2:36][O:35]1, predict the reaction product. (3) Given the reactants [CH3:1][O:2][C:3]1[CH:4]=[C:5]2[C:10](=[CH:11][CH:12]=1)[CH:9]=[C:8]([CH:13]([CH3:19])[C:14]([O:16][CH2:17]C)=[O:15])[CH:7]=[CH:6]2.COC1C=C2C(=CC=1)C=C([C@H](C)C(OC)=O)C=C2.CO.CO, predict the reaction product. The product is: [CH3:1][O:2][C:3]1[CH:4]=[C:5]2[C:10](=[CH:11][CH:12]=1)[CH:9]=[C:8]([CH:13]([CH3:19])[C:14]([O:16][CH3:17])=[O:15])[CH:7]=[CH:6]2. (4) Given the reactants Br[C:2]1[S:6][C:5]2[CH2:7][CH2:8][CH2:9][CH2:10][C:4]=2[C:3]=1[C:11]([NH:13][C:14]1[CH:19]=[CH:18][C:17]([CH3:20])=[CH:16][C:15]=1[SH:21])=[O:12].C(=O)([O-])[O-].[K+].[K+], predict the reaction product. The product is: [CH3:20][C:17]1[CH:18]=[CH:19][C:14]2[NH:13][C:11](=[O:12])[C:3]3[C:4]4[CH2:10][CH2:9][CH2:8][CH2:7][C:5]=4[S:6][C:2]=3[S:21][C:15]=2[CH:16]=1. (5) Given the reactants C(O)(C(F)(F)F)=O.[F:8][C:9]1[CH:10]=[C:11]([C:19]2[N:23](C(OC(C)(C)C)=O)[CH2:22][CH2:21][CH:20]=2)[C:12]2[O:17][CH2:16][CH2:15][O:14][C:13]=2[CH:18]=1, predict the reaction product. The product is: [F:8][C:9]1[CH:10]=[C:11]([C:19]2[CH2:20][CH2:21][CH2:22][N:23]=2)[C:12]2[O:17][CH2:16][CH2:15][O:14][C:13]=2[CH:18]=1. (6) Given the reactants I[C:2]1[CH:7]=[CH:6][CH:5]=[CH:4][C:3]=1[N+:8]([O-])=O.[CH3:11][O:12][C:13](=[O:23])[CH2:14][CH2:15][CH2:16][CH2:17][CH2:18][NH:19][C:20](=O)[CH3:21], predict the reaction product. The product is: [CH3:11][O:12][C:13](=[O:23])[CH2:14][CH2:15][CH2:16][CH2:17][CH2:18][N:19]1[C:2]2[CH:7]=[CH:6][CH:5]=[CH:4][C:3]=2[N:8]=[C:20]1[CH3:21]. (7) Given the reactants [OH:1][C:2]1[C:7]([O:8][CH3:9])=[C:6]([O:10][CH3:11])[N:5]([CH2:12][C:13]2[CH:18]=[CH:17][C:16]([O:19][CH3:20])=[CH:15][CH:14]=2)[C:4](=[O:21])[C:3]=1[C:22]([O:24]C)=O.[CH3:26][CH:27]([CH2:30][CH3:31])[CH2:28][NH2:29].N1C=CC=CC1=O, predict the reaction product. The product is: [OH:1][C:2]1[C:7]([O:8][CH3:9])=[C:6]([O:10][CH3:11])[N:5]([CH2:12][C:13]2[CH:14]=[CH:15][C:16]([O:19][CH3:20])=[CH:17][CH:18]=2)[C:4](=[O:21])[C:3]=1[C:22]([NH:29][CH2:28][CH:27]([CH3:26])[CH2:30][CH3:31])=[O:24].